This data is from Reaction yield outcomes from USPTO patents with 853,638 reactions. The task is: Predict the reaction yield, written as a fraction of the theoretical maximum amount of product (1.0 means a 100% yield; for example, 0.34 means a 34% yield). The reactants are Cl.[NH:2]1[CH2:21][CH2:20][CH2:19][C@H:3]1[C:4]([NH:6][C@H:7]([C:9]([O:11][CH2:12][C:13]1[CH:18]=[CH:17][CH:16]=[CH:15][CH:14]=1)=[O:10])[CH3:8])=[O:5].[CH3:22][C:23]1[CH:28]=[CH:27][C:26]([S:29]([NH:32][C:33]([NH2:50])=[N:34][CH2:35][CH2:36][CH2:37][C@H:38]([NH:42][C:43]([O:45][C:46]([CH3:49])([CH3:48])[CH3:47])=[O:44])[C:39](O)=[O:40])(=[O:31])=[O:30])=[CH:25][CH:24]=1.ON1C2C=CC=CC=2N=N1.C1(N=C=NC2CCCCC2)CCCCC1. The catalyst is O1CCCC1.C(Cl)(Cl)Cl.CO. The product is [NH:42]([C:43]([O:45][C:46]([CH3:49])([CH3:48])[CH3:47])=[O:44])[C@H:38]([C:39]([N:2]1[CH2:21][CH2:20][CH2:19][C@H:3]1[C:4]([NH:6][C@H:7]([C:9]([O:11][CH2:12][C:13]1[CH:14]=[CH:15][CH:16]=[CH:17][CH:18]=1)=[O:10])[CH3:8])=[O:5])=[O:40])[CH2:37][CH2:36][CH2:35][NH:34][C:33](=[NH:50])[NH:32][S:29]([C:26]1[CH:27]=[CH:28][C:23]([CH3:22])=[CH:24][CH:25]=1)(=[O:31])=[O:30]. The yield is 0.756.